This data is from Forward reaction prediction with 1.9M reactions from USPTO patents (1976-2016). The task is: Predict the product of the given reaction. (1) Given the reactants [CH2:1]([O:3][C:4]([C:6]1[C@@H:11]([OH:12])[C@@H:10](OS(C2C=CC(C)=CC=2)(=O)=O)[C@@H:9]([NH:24][C:25](=[O:27])[CH3:26])[C@H:8]([O:28][CH:29]([CH2:32][CH3:33])[CH2:30][CH3:31])[CH:7]=1)=[O:5])[CH3:2].[N-:34]=[N+:35]=[N-:36].C([N+](CCCC)(CCCC)CCCC)CCC, predict the reaction product. The product is: [CH2:1]([O:3][C:4]([C:6]1[C@@H:11]([OH:12])[C@@H:10]([N:34]=[N+:35]=[N-:36])[C@H:9]([NH:24][C:25](=[O:27])[CH3:26])[C@H:8]([O:28][CH:29]([CH2:32][CH3:33])[CH2:30][CH3:31])[CH:7]=1)=[O:5])[CH3:2]. (2) Given the reactants [C:1]([C:5]1[CH:6]=[C:7]([C:15]2[CH:16]=[C:17]([C:29](O)=[O:30])[N:18]([CH3:28])[C:19]=2[C:20]([CH:22]2[CH2:27][CH2:26][CH2:25][CH2:24][CH2:23]2)=[O:21])[CH:8]=[C:9]([C:11]2([CH3:14])[CH2:13][CH2:12]2)[CH:10]=1)([CH3:4])([CH3:3])[CH3:2].Cl.[NH2:33][C@H:34]1[CH2:37][C@H:36]([C:38]([OH:40])=[O:39])[CH2:35]1.CN(C(ON1N=NC2C=CC=NC1=2)=[N+](C)C)C.F[P-](F)(F)(F)(F)F.CCN(C(C)C)C(C)C, predict the reaction product. The product is: [C:1]([C:5]1[CH:6]=[C:7]([C:15]2[CH:16]=[C:17]([C:29]([NH:33][C@H:34]3[CH2:37][C@H:36]([C:38]([OH:40])=[O:39])[CH2:35]3)=[O:30])[N:18]([CH3:28])[C:19]=2[C:20]([CH:22]2[CH2:23][CH2:24][CH2:25][CH2:26][CH2:27]2)=[O:21])[CH:8]=[C:9]([C:11]2([CH3:14])[CH2:13][CH2:12]2)[CH:10]=1)([CH3:2])([CH3:3])[CH3:4]. (3) Given the reactants [C:1](OC(=O)C)(=[O:3])[CH3:2].Cl.[NH2:9][C:10]1[CH:15]=[CH:14][C:13]([C:16]2[N:20]([CH:21]([CH:31]3[CH2:36][CH2:35][CH2:34][CH2:33][CH2:32]3)[C:22]([NH:24][CH:25]3[CH2:30][CH2:29][CH2:28][CH2:27][CH2:26]3)=[O:23])[C:19]3[CH:37]=[CH:38][CH:39]=[CH:40][C:18]=3[N:17]=2)=[CH:12][CH:11]=1.N1C=CC=CC=1.Cl, predict the reaction product. The product is: [C:1]([NH:9][C:10]1[CH:15]=[CH:14][C:13]([C:16]2[N:20]([CH:21]([CH:31]3[CH2:32][CH2:33][CH2:34][CH2:35][CH2:36]3)[C:22]([NH:24][CH:25]3[CH2:30][CH2:29][CH2:28][CH2:27][CH2:26]3)=[O:23])[C:19]3[CH:37]=[CH:38][CH:39]=[CH:40][C:18]=3[N:17]=2)=[CH:12][CH:11]=1)(=[O:3])[CH3:2].